The task is: Predict which catalyst facilitates the given reaction.. This data is from Catalyst prediction with 721,799 reactions and 888 catalyst types from USPTO. Reactant: [CH:1]1([NH:6][C:7]2[N:16]=[CH:15][C:14]3[CH2:13][CH2:12][C:11]4[C:17]([C:21]([O-])=[O:22])=[N:18][N:19]([CH3:20])[C:10]=4[C:9]=3[N:8]=2)[CH2:5][CH2:4][CH2:3][CH2:2]1.[K+].C(Cl)(=O)C(Cl)=O.Cl.[CH3:32][NH:33][OH:34].C(N(CC)CC)C. Product: [CH:1]1([NH:6][C:7]2[N:16]=[CH:15][C:14]3[CH2:13][CH2:12][C:11]4[C:17]([C:21]([N:33]([OH:34])[CH3:32])=[O:22])=[N:18][N:19]([CH3:20])[C:10]=4[C:9]=3[N:8]=2)[CH2:2][CH2:3][CH2:4][CH2:5]1. The catalyst class is: 120.